From a dataset of Forward reaction prediction with 1.9M reactions from USPTO patents (1976-2016). Predict the product of the given reaction. (1) Given the reactants [CH2:1]([C@H:5]1[C:10](=[O:11])[NH:9][C@@H:8]([C:12]2[O:16][CH:15]=[N:14][CH:13]=2)[CH2:7][N:6]1[C:17]([O:19]C(C)(C)C)=O)[CH:2]([CH3:4])[CH3:3].[F:24][C:25]1[CH:30]=[CH:29][C:28]([C:31]2[O:35][N:34]=[C:33](C(O)=O)[N:32]=2)=[CH:27][CH:26]=1.FC1C=CC(C2ON=C(C(N3C[C@H](C4OC=NC=4)NC(=O)[C@@H]3CC(C)C)=O)C=2)=CC=1, predict the reaction product. The product is: [F:24][C:25]1[CH:26]=[CH:27][C:28]([C:31]2[O:35][N:34]=[C:33]([C:17]([N:6]3[CH2:7][C@H:8]([C:12]4[O:16][CH:15]=[N:14][CH:13]=4)[NH:9][C:10](=[O:11])[C@@H:5]3[CH2:1][CH:2]([CH3:3])[CH3:4])=[O:19])[N:32]=2)=[CH:29][CH:30]=1. (2) Given the reactants C([O:4][CH2:5][C:6]1[C:11]([N:12]2[C:24](=[O:25])[C:23]3[S:22][C:21]4[CH2:20][CH2:19][CH2:18][CH2:17][C:16]=4[C:15]=3[CH:14]=[N:13]2)=[CH:10][C:9]([F:26])=[CH:8][C:7]=1[C:27]1[CH:32]=[C:31]([NH:33][C:34]2[CH:39]=[CH:38][C:37]([N:40]3[CH2:45][C@@H:44]([CH3:46])[N:43]([CH:47]4[CH2:50][O:49][CH2:48]4)[CH2:42][C@@H:41]3[CH3:51])=[CH:36][N:35]=2)[C:30](=[O:52])[N:29]([CH3:53])[CH:28]=1)(=O)C.[OH-].[Li+], predict the reaction product. The product is: [CH3:51][C@H:41]1[CH2:42][N:43]([CH:47]2[CH2:50][O:49][CH2:48]2)[C@H:44]([CH3:46])[CH2:45][N:40]1[C:37]1[CH:38]=[CH:39][C:34]([NH:33][C:31]2[C:30](=[O:52])[N:29]([CH3:53])[CH:28]=[C:27]([C:7]3[C:6]([CH2:5][OH:4])=[C:11]([N:12]4[C:24](=[O:25])[C:23]5[S:22][C:21]6[CH2:20][CH2:19][CH2:18][CH2:17][C:16]=6[C:15]=5[CH:14]=[N:13]4)[CH:10]=[C:9]([F:26])[CH:8]=3)[CH:32]=2)=[N:35][CH:36]=1.